From a dataset of Peptide-MHC class I binding affinity with 185,985 pairs from IEDB/IMGT. Regression. Given a peptide amino acid sequence and an MHC pseudo amino acid sequence, predict their binding affinity value. This is MHC class I binding data. The peptide sequence is STYAVRITWYS. The MHC is Mamu-B08 with pseudo-sequence Mamu-B08. The binding affinity (normalized) is 0.114.